Dataset: Reaction yield outcomes from USPTO patents with 853,638 reactions. Task: Predict the reaction yield, written as a fraction of the theoretical maximum amount of product (1.0 means a 100% yield; for example, 0.34 means a 34% yield). (1) The reactants are [Br:1][C:2]1[CH:3]=[C:4]2[C:8](=[CH:9][C:10]=1[F:11])[NH:7][N:6]=[CH:5]2.[CH3:12]C([O-])(C)C.[K+].CI. The catalyst is CN(C=O)C. The product is [Br:1][C:2]1[CH:3]=[C:4]2[C:8](=[CH:9][C:10]=1[F:11])[N:7]([CH3:12])[N:6]=[CH:5]2. The yield is 0.420. (2) The reactants are [N+:1]([C:4]1[CH:9]=[CH:8][C:7]([P:10](=[O:17])([O:14][CH2:15][CH3:16])[O:11][CH2:12][CH3:13])=[CH:6][CH:5]=1)([O-])=O. The catalyst is CO.[Pd]. The product is [NH2:1][C:4]1[CH:9]=[CH:8][C:7]([P:10](=[O:17])([O:11][CH2:12][CH3:13])[O:14][CH2:15][CH3:16])=[CH:6][CH:5]=1. The yield is 0.800. (3) The reactants are [N:1]1[CH:6]=[CH:5][CH:4]=[C:3]([C:7]2[C:17]3[O:16][CH2:15][CH2:14][N:13](C(OC(C)(C)C)=O)[CH2:12][C:11]=3[CH:10]=[CH:9][CH:8]=2)[CH:2]=1.C(OCC)(=O)C.[ClH:31]. The catalyst is C(OCC)(=O)C. The product is [ClH:31].[ClH:31].[N:1]1[CH:6]=[CH:5][CH:4]=[C:3]([C:7]2[C:17]3[O:16][CH2:15][CH2:14][NH:13][CH2:12][C:11]=3[CH:10]=[CH:9][CH:8]=2)[CH:2]=1. The yield is 0.626. (4) The reactants are N[C:2]1[N:11]=[CH:10][C:9]2[CH2:8][CH2:7][C:6]3[C:12]([C:16]([NH:18][C@@H:19]([C:27]4[CH:32]=[CH:31][CH:30]=[CH:29][CH:28]=4)[CH2:20][N:21]4[CH2:26][CH2:25][O:24][CH2:23][CH2:22]4)=[O:17])=[N:13][N:14]([CH3:15])[C:5]=3[C:4]=2[N:3]=1.[I-:33].[Cs+].II.N(OCCC(C)C)=O. The catalyst is C(COC)OC.[Cu](I)I. The product is [I:33][C:2]1[N:11]=[CH:10][C:9]2[CH2:8][CH2:7][C:6]3[C:12]([C:16]([NH:18][C@@H:19]([C:27]4[CH:32]=[CH:31][CH:30]=[CH:29][CH:28]=4)[CH2:20][N:21]4[CH2:22][CH2:23][O:24][CH2:25][CH2:26]4)=[O:17])=[N:13][N:14]([CH3:15])[C:5]=3[C:4]=2[N:3]=1. The yield is 0.400. (5) The reactants are [C:1]([O:5][C:6]([N:8]1[CH2:13][CH2:12][CH2:11][CH:10]([CH2:14][OH:15])[CH2:9]1)=[O:7])([CH3:4])([CH3:3])[CH3:2].C(N(CC)CC)C.CC(C)=O.[CH3:27][S:28](Cl)(=[O:30])=[O:29]. The catalyst is ClCCl. The product is [C:1]([O:5][C:6]([N:8]1[CH2:13][CH2:12][CH2:11][CH:10]([CH2:14][O:15][S:28]([CH3:27])(=[O:30])=[O:29])[CH2:9]1)=[O:7])([CH3:4])([CH3:3])[CH3:2]. The yield is 0.930. (6) The reactants are Cl[C:2](Cl)([O:4]C(=O)OC(Cl)(Cl)Cl)Cl.[CH:13]([C:16]1[CH:21]=[CH:20][CH:19]=[C:18]([CH:22]([CH3:24])[CH3:23])[C:17]=1[NH:25][C:26](=[O:43])[CH2:27][NH:28][CH2:29][C:30]1([NH:36][C:37]2[CH:42]=[CH:41][CH:40]=[CH:39][CH:38]=2)[CH2:35][CH2:34][CH2:33][CH2:32][CH2:31]1)([CH3:15])[CH3:14].C(N(C(C)C)CC)(C)C.O. The catalyst is ClCCl. The product is [CH:13]([C:16]1[CH:21]=[CH:20][CH:19]=[C:18]([CH:22]([CH3:24])[CH3:23])[C:17]=1[NH:25][C:26](=[O:43])[CH2:27][N:28]1[CH2:29][C:30]2([CH2:31][CH2:32][CH2:33][CH2:34][CH2:35]2)[N:36]([C:37]2[CH:42]=[CH:41][CH:40]=[CH:39][CH:38]=2)[C:2]1=[O:4])([CH3:14])[CH3:15]. The yield is 0.790.